This data is from Forward reaction prediction with 1.9M reactions from USPTO patents (1976-2016). The task is: Predict the product of the given reaction. (1) The product is: [N:3]1[CH:4]=[CH:5][CH:6]=[CH:7][C:2]=1[NH:1][C:41](=[O:42])[C:40]1[CH:44]=[C:36]([CH2:35][C:29]2[C:30](=[O:34])[C:31]([O:32][CH3:33])=[C:26]([O:25][CH3:24])[C:27](=[O:50])[C:28]=2[CH3:49])[CH:37]=[CH:38][C:39]=1[O:45][C:46](=[O:48])[CH3:47]. Given the reactants [NH2:1][C:2]1[CH:7]=[CH:6][CH:5]=[CH:4][N:3]=1.C(N(CC)CC)C.[Cl-].ClC1N(C)CC[NH+]1C.[CH3:24][O:25][C:26]1[C:27](=[O:50])[C:28]([CH3:49])=[C:29]([CH2:35][C:36]2[CH:37]=[CH:38][C:39]([O:45][C:46](=[O:48])[CH3:47])=[C:40]([CH:44]=2)[C:41](O)=[O:42])[C:30](=[O:34])[C:31]=1[O:32][CH3:33], predict the reaction product. (2) Given the reactants C[Si]([C:5]#[C:6][C:7]1[C:15]2[C:14]([N:16]3[C@@H:20]4[CH2:21][N:22]([C:25]([O:27]CC[Si](C)(C)C)=O)[CH2:23][CH2:24][C@@H:19]4[CH2:18][CH2:17]3)=[N:13][CH:12]=[N:11][C:10]=2[NH:9][CH:8]=1)(C)C.[CH2:34]1COC[CH2:35]1.CCCC[N+](CCCC)(CCCC)CCCC.[F-], predict the reaction product. The product is: [C:6]([C:7]1[C:15]2[C:14]([N:16]3[C@@H:20]4[CH2:21][N:22]([C:25](=[O:27])[CH:34]=[CH2:35])[CH2:23][CH2:24][C@@H:19]4[CH2:18][CH2:17]3)=[N:13][CH:12]=[N:11][C:10]=2[NH:9][CH:8]=1)#[CH:5].